From a dataset of Catalyst prediction with 721,799 reactions and 888 catalyst types from USPTO. Predict which catalyst facilitates the given reaction. (1) Reactant: [F:1][C:2]([F:10])([F:9])[CH:3]([OH:8])[C:4]([F:7])([F:6])[F:5].Cl[C:12](Cl)([O:14]C(=O)OC(Cl)(Cl)Cl)Cl.C(N(CC)C(C)C)(C)C.[Cl:32][C:33]1[CH:38]=[CH:37][C:36]([CH:39]([C:48]2[CH:53]=[CH:52][C:51]([Cl:54])=[CH:50][CH:49]=2)[N:40]2[CH2:47][CH:46]3[CH:42]([CH2:43][NH:44][CH2:45]3)[CH2:41]2)=[CH:35][CH:34]=1. Product: [Cl:32][C:33]1[CH:34]=[CH:35][C:36]([CH:39]([C:48]2[CH:53]=[CH:52][C:51]([Cl:54])=[CH:50][CH:49]=2)[N:40]2[CH2:41][CH:42]3[CH2:43][N:44]([C:12]([O:8][CH:3]([C:4]([F:7])([F:6])[F:5])[C:2]([F:10])([F:9])[F:1])=[O:14])[CH2:45][CH:46]3[CH2:47]2)=[CH:37][CH:38]=1. The catalyst class is: 192. (2) Reactant: [CH3:1][O:2][C:3]1[CH:8]=[CH:7][CH:6]=[CH:5][C:4]=1[OH:9].C(N(CC)CC)C.[CH3:17][S:18](Cl)(=[O:20])=[O:19]. Product: [CH3:17][S:18]([O:9][C:4]1[CH:5]=[CH:6][CH:7]=[CH:8][C:3]=1[O:2][CH3:1])(=[O:20])=[O:19]. The catalyst class is: 4. (3) Reactant: [N+:1]([C:4]1[CH:9]=[CH:8][CH:7]=[CH:6][C:5]=1[S:10]([NH:13][C:14]1[CH:19]=[CH:18][C:17]([CH2:20][CH2:21][C:22]([O:24][CH3:25])=[O:23])=[CH:16][CH:15]=1)(=[O:12])=[O:11])([O-:3])=[O:2].[F:26][C:27]1[CH:32]=[CH:31][C:30]([C:33]2[N:37]([CH3:38])[N:36]=[CH:35][C:34]=2[CH2:39][O:40][C:41]2[CH:46]=[CH:45][C:44]([CH2:47]O)=[CH:43][CH:42]=2)=[CH:29][CH:28]=1.C1(P(C2C=CC=CC=2)C2C=CC=CC=2)C=CC=CC=1.N(C(OCC)=O)=NC(OCC)=O. Product: [F:26][C:27]1[CH:28]=[CH:29][C:30]([C:33]2[N:37]([CH3:38])[N:36]=[CH:35][C:34]=2[CH2:39][O:40][C:41]2[CH:42]=[CH:43][C:44]([CH2:47][N:13]([S:10]([C:5]3[CH:6]=[CH:7][CH:8]=[CH:9][C:4]=3[N+:1]([O-:3])=[O:2])(=[O:12])=[O:11])[C:14]3[CH:19]=[CH:18][C:17]([CH2:20][CH2:21][C:22]([O:24][CH3:25])=[O:23])=[CH:16][CH:15]=3)=[CH:45][CH:46]=2)=[CH:31][CH:32]=1. The catalyst class is: 4. (4) The catalyst class is: 787. Reactant: [C:1]([CH:9]=[CH:10][C:11]([O:13]CC)=[O:12])(=O)[C:2]1[CH:7]=[CH:6][CH:5]=[CH:4][CH:3]=1.[NH2:16][C@H:17]1[CH2:23][CH2:22][C:21]2[CH:24]=[CH:25][CH:26]=[CH:27][C:20]=2[N:19]([CH2:28][C:29]([O:31][C:32]([CH3:35])([CH3:34])[CH3:33])=[O:30])[C:18]1=[O:36].C(O)(=O)C. Product: [C:11]([CH:10]([NH:16][CH:17]1[CH2:23][CH2:22][C:21]2[CH:24]=[CH:25][CH:26]=[CH:27][C:20]=2[N:19]([CH2:28][C:29]([O:31][C:32]([CH3:34])([CH3:33])[CH3:35])=[O:30])[C:18]1=[O:36])[CH2:9][CH2:1][C:2]1[CH:3]=[CH:4][CH:5]=[CH:6][CH:7]=1)([OH:13])=[O:12].